This data is from Reaction yield outcomes from USPTO patents with 853,638 reactions. The task is: Predict the reaction yield, written as a fraction of the theoretical maximum amount of product (1.0 means a 100% yield; for example, 0.34 means a 34% yield). The reactants are [Br:1]N1C(=O)CCC1=O.[F:9][C:10]1[CH:15]=[CH:14][C:13]([CH:16]2[CH2:25][C:20]3([O:24][CH2:23][CH2:22][O:21]3)[CH2:19][CH:18]=[C:17]2[O:26][Si](C)(C)C)=[CH:12][CH:11]=1. The catalyst is C1COCC1.O.CCOC(C)=O. The product is [Br:1][CH:18]1[C:17](=[O:26])[CH:16]([C:13]2[CH:14]=[CH:15][C:10]([F:9])=[CH:11][CH:12]=2)[CH2:25][C:20]2([O:24][CH2:23][CH2:22][O:21]2)[CH2:19]1. The yield is 2.53.